Dataset: Reaction yield outcomes from USPTO patents with 853,638 reactions. Task: Predict the reaction yield, written as a fraction of the theoretical maximum amount of product (1.0 means a 100% yield; for example, 0.34 means a 34% yield). The reactants are [Cl:1][C:2]1[CH:7]=[CH:6][C:5]([C:8]2([OH:23])[C:13]3([CH2:15][CH2:14]3)[CH2:12][N:11](C(OC(C)(C)C)=O)[CH2:10][CH2:9]2)=[CH:4][CH:3]=1.Cl. The catalyst is O1CCOCC1. The product is [Cl:1][C:2]1[CH:7]=[CH:6][C:5]([C:8]2([OH:23])[C:13]3([CH2:15][CH2:14]3)[CH2:12][NH:11][CH2:10][CH2:9]2)=[CH:4][CH:3]=1. The yield is 0.870.